Dataset: Forward reaction prediction with 1.9M reactions from USPTO patents (1976-2016). Task: Predict the product of the given reaction. (1) The product is: [C:1]([NH:4][CH:5]([CH2:10][C:11]1[CH:16]=[C:15]([CH3:17])[C:14]([NH2:18])=[C:13]([Cl:19])[CH:12]=1)[C:6]([O:8][CH3:9])=[O:7])(=[O:3])[CH3:2]. Given the reactants [C:1]([NH:4]/[C:5](=[CH:10]/[C:11]1[CH:16]=[C:15]([CH3:17])[C:14]([NH2:18])=[C:13]([Cl:19])[CH:12]=1)/[C:6]([O:8][CH3:9])=[O:7])(=[O:3])[CH3:2].C1(P(C2C=CC=CC=2)CCCP(C2C=CC=CC=2)C2C=CC=CC=2)C=CC=CC=1, predict the reaction product. (2) Given the reactants [N:1]1[CH:2]=[CH:3][N:4]2[CH:9]=[CH:8][C:7]([CH2:10][NH2:11])=[CH:6][C:5]=12.[Br:12][C:13]1[CH:18]=[CH:17][C:16]([N:19]=[C:20]=[O:21])=[CH:15][CH:14]=1, predict the reaction product. The product is: [Br:12][C:13]1[CH:18]=[CH:17][C:16]([NH:19][C:20]([NH:11][CH2:10][C:7]2[CH:8]=[CH:9][N:4]3[CH:3]=[CH:2][N:1]=[C:5]3[CH:6]=2)=[O:21])=[CH:15][CH:14]=1. (3) Given the reactants [NH:1]1[CH:5]=[N:4][C:3]([NH2:6])=[N:2]1.[O:7]1[CH2:12][CH2:11][C:10](=O)[CH2:9][CH2:8]1.C([BH3-])#N.[Na+].O, predict the reaction product. The product is: [O:7]1[CH2:12][CH2:11][CH:10]([NH:6][C:3]2[NH:4][CH:5]=[N:1][N:2]=2)[CH2:9][CH2:8]1. (4) Given the reactants [Cl:1][C:2]1[CH:7]=[C:6]([F:8])[CH:5]=[C:4]([F:9])[C:3]=1[N:10]([C:18](=[O:21])[CH2:19]Cl)[C:11]1[CH:16]=[CH:15][C:14]([CH3:17])=[CH:13][CH:12]=1.[Cl-].[Al+3].[Cl-].[Cl-].ClC1C=CC=CC=1Cl.Cl, predict the reaction product. The product is: [Cl:1][C:2]1[CH:7]=[C:6]([F:8])[CH:5]=[C:4]([F:9])[C:3]=1[N:10]1[C:11]2[C:16](=[CH:15][C:14]([CH3:17])=[CH:13][CH:12]=2)[CH2:19][C:18]1=[O:21]. (5) Given the reactants OS(O)(=O)=O.[NH2:6][C:7]1[CH:8]=[C:9]([CH:13]=[CH:14][C:15]=1[O:16][CH3:17])[C:10]([OH:12])=[O:11].[CH3:18]O, predict the reaction product. The product is: [CH3:18][O:11][C:10](=[O:12])[C:9]1[CH:13]=[CH:14][C:15]([O:16][CH3:17])=[C:7]([NH2:6])[CH:8]=1. (6) Given the reactants [Cl:1][C:2]1[C:3]([C:9]#[N:10])=[N:4][CH:5]=[C:6](Cl)[N:7]=1.Cl.[NH2:12][C@@H:13]([C:15]([NH2:17])=[O:16])[CH3:14].CCN(C(C)C)C(C)C.O, predict the reaction product. The product is: [Cl:1][C:2]1[N:7]=[C:6]([NH:12][C@H:13]([CH3:14])[C:15]([NH2:17])=[O:16])[CH:5]=[N:4][C:3]=1[C:9]#[N:10].